This data is from Kir2.1 potassium channel HTS with 301,493 compounds. The task is: Binary Classification. Given a drug SMILES string, predict its activity (active/inactive) in a high-throughput screening assay against a specified biological target. (1) The compound is O=c1n(N\C=C2\C(=NN=C2)c2ccc(cc2)C)c(nc2c1cccc2)C. The result is 0 (inactive). (2) The drug is O=C1N(c2c(N3CCCCC3)ccc(c2)C(=O)N)C(=O)CC1. The result is 0 (inactive). (3) The result is 0 (inactive). The compound is Clc1nc(N2CCCCC2)nc(NCc2occc2)n1. (4) The molecule is O=C1N(C2CCCCC2)CC(C1CC(=O)NCc1ccc(OC)cc1)Cc1ccccc1. The result is 0 (inactive). (5) The drug is ClCC(=O)c1c(n(c(=O)n(c1=O)C)C)N. The result is 0 (inactive).